From a dataset of Forward reaction prediction with 1.9M reactions from USPTO patents (1976-2016). Predict the product of the given reaction. (1) Given the reactants [Cl:1][C:2]1[CH:3]=[C:4]([CH:17]=[CH:18][C:19]=1[O:20][CH3:21])[C:5]([NH:7][C:8]1[CH:16]=[CH:15][CH:14]=[CH:13][C:9]=1[C:10]([OH:12])=O)=[O:6].[CH2:22]([NH2:30])[CH2:23][C:24]1[CH:29]=[CH:28][CH:27]=[CH:26][CH:25]=1.C(N(C(C)C)CC)(C)C.CCN=C=NCCCN(C)C.CN([P+](ON1N=NC2C=CC=CC1=2)(N(C)C)N(C)C)C.F[P-](F)(F)(F)(F)F, predict the reaction product. The product is: [Cl:1][C:2]1[CH:3]=[C:4]([CH:17]=[CH:18][C:19]=1[O:20][CH3:21])[C:5]([NH:7][C:8]1[CH:16]=[CH:15][CH:14]=[CH:13][C:9]=1[C:10]([NH:30][CH2:22][CH2:23][C:24]1[CH:29]=[CH:28][CH:27]=[CH:26][CH:25]=1)=[O:12])=[O:6]. (2) Given the reactants CCCC[N+](CCCC)(CCCC)CCCC.[F-].[O:19]1[C:23]2[CH:24]=[CH:25][C:26]([CH2:28][NH:29][CH2:30][C@@H:31]3[C@@H:39]([C@@:40]4([CH3:63])[CH2:45][CH2:44][C@H:43]([O:46][Si](C(C)(C)C)(C)C)[CH2:42][C@@H:41]4[CH2:54][O:55][Si](C(C)(C)C)(C)C)[CH2:38][CH2:37][C@@:36]4([CH3:64])[C@H:32]3[CH2:33][CH2:34][C:35]4=[CH2:65])=[CH:27][C:22]=2[O:21][CH2:20]1, predict the reaction product. The product is: [O:19]1[C:23]2[CH:24]=[CH:25][C:26]([CH2:28][NH:29][CH2:30][C@@H:31]3[C@@H:39]([C@@:40]4([CH3:63])[CH2:45][CH2:44][C@H:43]([OH:46])[CH2:42][C@@H:41]4[CH2:54][OH:55])[CH2:38][CH2:37][C@@:36]4([CH3:64])[C@H:32]3[CH2:33][CH2:34][C:35]4=[CH2:65])=[CH:27][C:22]=2[O:21][CH2:20]1. (3) Given the reactants [C:1]1([CH2:7][C:8]([OH:10])=O)[CH:6]=[CH:5][CH:4]=[CH:3][CH:2]=1.N=C=N.[CH3:14][C:15]1[CH:20]=[CH:19][CH:18]=[C:17]([C:21]#[C:22][CH:23]=[C:24]2[CH2:29][CH2:28][NH:27][CH2:26][CH2:25]2)[N:16]=1, predict the reaction product. The product is: [CH3:14][C:15]1[CH:20]=[CH:19][CH:18]=[C:17]([C:21]#[C:22][CH:23]=[C:24]2[CH2:25][CH2:26][N:27]([C:8](=[O:10])[CH2:7][C:1]3[CH:2]=[CH:3][CH:4]=[CH:5][CH:6]=3)[CH2:28][CH2:29]2)[N:16]=1. (4) Given the reactants I[CH2:2][I:3].[NH2:4][C:5]1[N:9]([CH2:10][C:11]([OH:14])([CH3:13])[CH3:12])[C:8]([CH2:15][O:16][CH2:17][CH3:18])=[N:7][C:6]=1C#N.N(OCCC(C)C)=O, predict the reaction product. The product is: [CH2:17]([O:16][CH2:15][C:8]1[N:9]([CH2:10][C:11]([OH:14])([CH3:13])[CH3:12])[C:2]([I:3])=[C:6]([C:5]#[N:4])[N:7]=1)[CH3:18]. (5) Given the reactants [C:1]([NH:5][C:6]([NH:8][C:9]1[C:10]([CH3:30])=[C:11]([CH:28]=[O:29])[C:12]2[O:16][CH2:15][C@H:14]([C:17]3[CH:22]=[CH:21][C:20]([CH:23]([CH3:25])[CH3:24])=[CH:19][CH:18]=3)[C:13]=2[C:26]=1[CH3:27])=[O:7])([CH3:4])([CH3:3])[CH3:2].C(OCC)(=O)C.CCCCCC, predict the reaction product. The product is: [C:1]([NH:5][C:6]([NH:8][C:9]1[C:10]([CH3:30])=[C:11]([CH2:28][OH:29])[C:12]2[O:16][CH2:15][C@H:14]([C:17]3[CH:18]=[CH:19][C:20]([CH:23]([CH3:25])[CH3:24])=[CH:21][CH:22]=3)[C:13]=2[C:26]=1[CH3:27])=[O:7])([CH3:3])([CH3:2])[CH3:4]. (6) Given the reactants C([NH:5][S:6]([C:9]1[S:10][C:11]([C:14]2[N:15]=[CH:16][N:17]([C:19]3[N:24]=[C:23]([C:25]4[CH:30]=[CH:29][C:28]([F:31])=[C:27]([F:32])[CH:26]=4)[CH:22]=[C:21]([C:33]([F:36])([F:35])[F:34])[N:20]=3)[CH:18]=2)=[CH:12][CH:13]=1)(=[O:8])=[O:7])(C)(C)C.C(O)(C(F)(F)F)=O, predict the reaction product. The product is: [F:32][C:27]1[CH:26]=[C:25]([C:23]2[CH:22]=[C:21]([C:33]([F:35])([F:34])[F:36])[N:20]=[C:19]([N:17]3[CH:18]=[C:14]([C:11]4[S:10][C:9]([S:6]([NH2:5])(=[O:8])=[O:7])=[CH:13][CH:12]=4)[N:15]=[CH:16]3)[N:24]=2)[CH:30]=[CH:29][C:28]=1[F:31].